Dataset: Forward reaction prediction with 1.9M reactions from USPTO patents (1976-2016). Task: Predict the product of the given reaction. (1) Given the reactants Cl.[OH:2][CH2:3][C:4]1[C:5]([O:21][CH:22]2[CH2:27][CH2:26][NH:25][CH2:24][CH2:23]2)=[CH:6][C:7](=[O:20])[N:8]([C:10]2[CH:15]=[CH:14][C:13]([S:16]([CH3:19])(=[O:18])=[O:17])=[CH:12][CH:11]=2)[N:9]=1.CCN(C(C)C)C(C)C.[Cl:37][C:38]1[CH:39]=[N:40][C:41](I)=[N:42][CH:43]=1.CCOC(C)=O, predict the reaction product. The product is: [Cl:37][C:38]1[CH:39]=[N:40][C:41]([N:25]2[CH2:26][CH2:27][CH:22]([O:21][C:5]3[C:4]([CH2:3][OH:2])=[N:9][N:8]([C:10]4[CH:11]=[CH:12][C:13]([S:16]([CH3:19])(=[O:18])=[O:17])=[CH:14][CH:15]=4)[C:7](=[O:20])[CH:6]=3)[CH2:23][CH2:24]2)=[N:42][CH:43]=1. (2) Given the reactants [C:1](Cl)([C:14]1[CH:19]=[CH:18][CH:17]=[CH:16][CH:15]=1)([C:8]1[CH:13]=[CH:12][CH:11]=[CH:10][CH:9]=1)[C:2]1[CH:7]=[CH:6][CH:5]=[CH:4][CH:3]=1.[Br:21][C:22]1[N:26]=[C:25]([Br:27])[NH:24][N:23]=1.C(N(CC)CC)C.O, predict the reaction product. The product is: [Br:21][C:22]1[N:26]=[C:25]([Br:27])[N:24]([C:1]([C:14]2[CH:19]=[CH:18][CH:17]=[CH:16][CH:15]=2)([C:8]2[CH:13]=[CH:12][CH:11]=[CH:10][CH:9]=2)[C:2]2[CH:7]=[CH:6][CH:5]=[CH:4][CH:3]=2)[N:23]=1.